Dataset: Forward reaction prediction with 1.9M reactions from USPTO patents (1976-2016). Task: Predict the product of the given reaction. (1) Given the reactants Cl[CH2:2][C:3]1[C:12]2[C:7](=[CH:8][CH:9]=[CH:10][CH:11]=2)[CH:6]=[CH:5][CH:4]=1.[Mg].B(OC)(OC)OC.Br[C:22]1[CH:29]=[CH:28][CH:27]=[CH:26][C:23]=1[CH:24]=[O:25].C(=O)([O-])[O-].[Na+].[Na+], predict the reaction product. The product is: [CH:24]([C:23]1([C:4]2[CH:5]=[CH:6][C:7]3[C:12](=[CH:11][CH:10]=[CH:9][CH:8]=3)[C:3]=2[CH3:2])[CH:22]=[CH:29][CH:28]=[CH:27][CH2:26]1)=[O:25]. (2) The product is: [CH3:7][NH:8][CH:9]1[CH2:4][CH2:3][CH:49]([N:50]2[C:59]3[C:54](=[CH:55][C:56]([NH:60][C:61]([C:63]4[S:64][CH:65]=[CH:66][CH:67]=4)=[NH:62])=[CH:57][CH:58]=3)[CH2:53][CH2:52][CH2:51]2)[CH2:48][CH2:10]1. Given the reactants BrC1[CH:3]=[C:4]2[C:9](=[CH:10]C=1)[N:8](C1CCC(=O)CC1)[CH2:7]CC2.CN1CCC(N2C3C(=CC(NC(C4SC=CC=4)=N)=CC=3)CC2)C1.O1CCN([CH2:48][CH2:49][N:50]2[C:59]3[C:54](=[CH:55][C:56]([NH:60][C:61]([C:63]4[S:64][CH:65]=[CH:66][CH:67]=4)=[NH:62])=[CH:57][CH:58]=3)[CH2:53][CH2:52][CH2:51]2)CC1.CN1CCC(N2CCCCC3C=C(NC(C4SC=CC=4)=N)C=CC2=3)C1, predict the reaction product. (3) The product is: [N+:1]([C:4]1[CH:12]=[CH:11][C:7]2[N:8]([S:25]([C:22]3[CH:23]=[CH:24][C:19]([CH3:29])=[CH:20][CH:21]=3)(=[O:27])=[O:26])[CH:9]=[N:10][C:6]=2[CH:5]=1)([O-:3])=[O:2]. Given the reactants [N+:1]([C:4]1[CH:12]=[CH:11][C:7]2[N:8]=[CH:9][NH:10][C:6]=2[CH:5]=1)([O-:3])=[O:2].C([O-])([O-])=O.[K+].[K+].[C:19]1([CH3:29])[CH:24]=[CH:23][C:22]([S:25](Cl)(=[O:27])=[O:26])=[CH:21][CH:20]=1, predict the reaction product. (4) Given the reactants [Cl:1][C:2]1[CH:3]=[C:4]([C:9]2([C:32]([F:35])([F:34])[F:33])[CH2:13][CH2:12][N:11]([C:14]3[CH:15]=[C:16]4[C:21](=[CH:22][CH:23]=3)[C:20]([NH:24]C(=O)OC(C)(C)C)=[CH:19][CH:18]=[CH:17]4)[CH2:10]2)[CH:5]=[C:6]([Cl:8])[CH:7]=1.Cl.C(O)C.C(=O)([O-])[O-].[Na+].[Na+], predict the reaction product. The product is: [Cl:1][C:2]1[CH:3]=[C:4]([C:9]2([C:32]([F:34])([F:35])[F:33])[CH2:13][CH2:12][N:11]([C:14]3[CH:15]=[C:16]4[C:21](=[CH:22][CH:23]=3)[C:20]([NH2:24])=[CH:19][CH:18]=[CH:17]4)[CH2:10]2)[CH:5]=[C:6]([Cl:8])[CH:7]=1.